Dataset: Forward reaction prediction with 1.9M reactions from USPTO patents (1976-2016). Task: Predict the product of the given reaction. (1) Given the reactants [O:1]=[C:2]([CH3:10])[CH2:3]P(=O)(OC)OC.[OH-].[K+].[O:13]1[CH2:17][CH2:16][CH:15]([CH:18]=O)[CH2:14]1, predict the reaction product. The product is: [O:13]1[CH2:17][CH2:16][CH:15]([CH:18]=[CH:3][C:2](=[O:1])[CH3:10])[CH2:14]1. (2) Given the reactants C([O:4][C@@H:5]1[C@H:9]([O:10][CH2:11][C:12]2[CH:17]=[CH:16][CH:15]=[CH:14][CH:13]=2)[C@:8]([CH2:21][O:22][CH2:23][C:24]2[CH:29]=[CH:28][CH:27]=[CH:26][CH:25]=2)([CH:18]([F:20])[F:19])[O:7][C@H:6]1[N:30]1[CH:35]=[CH:34][C:33](=[O:36])[NH:32][C:31]1=[O:37])(=O)C.CO.O1CCOCC1, predict the reaction product. The product is: [CH2:11]([O:10][C@@H:9]1[C@:8]([CH2:21][O:22][CH2:23][C:24]2[CH:29]=[CH:28][CH:27]=[CH:26][CH:25]=2)([CH:18]([F:19])[F:20])[O:7][C@@H:6]([N:30]2[CH:35]=[CH:34][C:33](=[O:36])[NH:32][C:31]2=[O:37])[C@@H:5]1[OH:4])[C:12]1[CH:17]=[CH:16][CH:15]=[CH:14][CH:13]=1.